This data is from Reaction yield outcomes from USPTO patents with 853,638 reactions. The task is: Predict the reaction yield, written as a fraction of the theoretical maximum amount of product (1.0 means a 100% yield; for example, 0.34 means a 34% yield). (1) The reactants are [Cl:1][C:2]1[CH:3]=[C:4]([C@@H:12]([CH2:16][CH:17]2[CH2:22][CH2:21][C:20](=[O:23])[CH2:19][CH2:18]2)[C:13](O)=[O:14])[CH:5]=[CH:6][C:7]=1[S:8]([CH3:11])(=[O:10])=[O:9].C1(P(C2C=CC=CC=2)C2C=CC=CC=2)C=CC=CC=1.BrN1C(=O)CCC1=O.[NH2:51][C:52]1[CH:57]=[N:56][C:55]([Cl:58])=[CH:54][N:53]=1.N1C(C)=CC=CC=1C. The catalyst is C(Cl)Cl. The product is [Cl:1][C:2]1[CH:3]=[C:4]([C@@H:12]([CH2:16][CH:17]2[CH2:18][CH2:19][C:20](=[O:23])[CH2:21][CH2:22]2)[C:13]([NH:51][C:52]2[CH:57]=[N:56][C:55]([Cl:58])=[CH:54][N:53]=2)=[O:14])[CH:5]=[CH:6][C:7]=1[S:8]([CH3:11])(=[O:9])=[O:10]. The yield is 0.520. (2) The reactants are [N:1]([CH2:4][C:5]1[C:6]([C:19]2[CH:24]=[CH:23][CH:22]=[CH:21][CH:20]=2)=[N:7][C:8]2[C:13]([C:14]=1[C:15]([O:17]C)=[O:16])=[CH:12][CH:11]=[CH:10][CH:9]=2)=[N+:2]=[N-:3].O.[OH-].[Li+].Cl. The catalyst is CO.O. The product is [N:1]([CH2:4][C:5]1[C:6]([C:19]2[CH:24]=[CH:23][CH:22]=[CH:21][CH:20]=2)=[N:7][C:8]2[C:13]([C:14]=1[C:15]([OH:17])=[O:16])=[CH:12][CH:11]=[CH:10][CH:9]=2)=[N+:2]=[N-:3]. The yield is 0.660. (3) The reactants are [CH3:1][C:2]1[CH:3]=[C:4]2[C:8](=[CH:9][CH:10]=1)[NH:7][CH:6]=[CH:5]2.COC1C=C2C(=CC=1)NCC2.C(=O)(O)[O-].[Na+].C([BH3-])#N.[Na+]. The catalyst is C(O)(=O)C. The product is [CH3:1][C:2]1[CH:3]=[C:4]2[C:8](=[CH:9][CH:10]=1)[NH:7][CH2:6][CH2:5]2. The yield is 0.990. (4) The reactants are [CH2:1]([N:8]1[CH:16]=[C:15]2[C:10]([CH:11]=[C:12]([C:17]3[CH:18]=[C:19]([C:27]4[CH2:28][CH2:29][NH:30][CH2:31][CH:32]=4)[N:20]4[C:25]=3[C:24]([NH2:26])=[N:23][CH:22]=[N:21]4)[CH:13]=[CH:14]2)=[N:9]1)[C:2]1[CH:7]=[CH:6][CH:5]=[CH:4][CH:3]=1.[CH3:33][N:34]([CH3:39])[CH2:35][C:36](O)=[O:37].CCN=C=NCCCN(C)C.Cl.C1C=CC2N(O)N=NC=2C=1.C(N(CC)C(C)C)(C)C. The catalyst is CN(C=O)C. The product is [CH2:1]([N:8]1[CH:16]=[C:15]2[C:10]([CH:11]=[C:12]([C:17]3[CH:18]=[C:19]([C:27]4[CH2:28][CH2:29][N:30]([C:36](=[O:37])[CH2:35][N:34]([CH3:39])[CH3:33])[CH2:31][CH:32]=4)[N:20]4[C:25]=3[C:24]([NH2:26])=[N:23][CH:22]=[N:21]4)[CH:13]=[CH:14]2)=[N:9]1)[C:2]1[CH:3]=[CH:4][CH:5]=[CH:6][CH:7]=1. The yield is 0.200. (5) The catalyst is C(Cl)Cl. The yield is 0.620. The reactants are CCN(CC)CC.[F:8][C:9]1[CH:10]=[N:11][CH:12]=[CH:13][C:14]=1[C:15]([OH:17])=O.CCN=C=NCCCN(C)C.C1C=CC2N(O)N=NC=2C=1.[CH3:39][NH:40][O:41][CH3:42]. The product is [F:8][C:9]1[CH:10]=[N:11][CH:12]=[CH:13][C:14]=1[C:15]([N:40]([CH3:39])[O:41][CH3:42])=[O:17].